From a dataset of Full USPTO retrosynthesis dataset with 1.9M reactions from patents (1976-2016). Predict the reactants needed to synthesize the given product. (1) Given the product [Br:1][C:2]1[CH:3]=[CH:4][C:5]([CH2:8][CH2:9][C:10]([O:12][CH3:18])=[O:11])=[CH:6][CH:7]=1, predict the reactants needed to synthesize it. The reactants are: [Br:1][C:2]1[CH:7]=[CH:6][C:5]([CH2:8][CH2:9][C:10]([OH:12])=[O:11])=[CH:4][CH:3]=1.S(=O)(=O)(O)O.[C:18]([O-])([O-])=O.[Na+].[Na+]. (2) The reactants are: [CH3:1][C:2]1[CH:8]=[C:7]([CH3:9])[C:5]([NH2:6])=[C:4]([N+:10]([O-])=O)[CH:3]=1. Given the product [CH3:9][C:7]1[CH:8]=[C:2]([CH3:1])[CH:3]=[C:4]([NH2:10])[C:5]=1[NH2:6], predict the reactants needed to synthesize it. (3) Given the product [O:9]1[C:10]2=[CH:11][N:12]=[CH:13][CH:14]=[C:15]2[CH:7]=[C:8]1[C:16]([O:18][CH2:19][CH3:20])=[O:17], predict the reactants needed to synthesize it. The reactants are: FC(F)(F)S(O[C:7]1[C:15]2[C:10](=[CH:11][N:12]=[CH:13][CH:14]=2)[O:9][C:8]=1[C:16]([O:18][CH2:19][CH3:20])=[O:17])(=O)=O.C(N(CC)CC)C. (4) Given the product [CH3:1][N:2]([CH3:18])[CH2:3][CH2:4][O:5][C:6]1[CH:7]=[C:8]2[C:13](=[CH:14][CH:15]=1)[CH:12]([NH2:16])[CH2:11][CH2:10][CH2:9]2, predict the reactants needed to synthesize it. The reactants are: [CH3:1][N:2]([CH3:18])[CH2:3][CH2:4][O:5][C:6]1[CH:7]=[C:8]2[C:13](=[CH:14][CH:15]=1)[C:12](=[N:16]O)[CH2:11][CH2:10][CH2:9]2.Cl. (5) Given the product [CH3:23][C:22]1[CH:21]=[CH:20][CH:19]=[C:18]([OH:33])[C:17]=1[C:7]1[C:6]([OH:34])=[CH:5][CH:10]=[CH:9][C:8]=1[CH3:16], predict the reactants needed to synthesize it. The reactants are: C([C:5]1[CH:10]=[C:9](C(CC)(C)C)[C:8]([CH3:16])=[C:7]([C:17]2[C:18]([OH:33])=[C:19](C(C)(C)C)[CH:20]=[C:21](C(CC)(C)C)[C:22]=2[CH3:23])[C:6]=1[OH:34])(C)(C)C.[N+](C)([O-])=O.[Al+3].[Cl-].[Cl-].[Cl-].